This data is from Reaction yield outcomes from USPTO patents with 853,638 reactions. The task is: Predict the reaction yield, written as a fraction of the theoretical maximum amount of product (1.0 means a 100% yield; for example, 0.34 means a 34% yield). The reactants are [CH2:1]([NH:8][C:9]1[CH:10]=[C:11]([CH:26]=[CH:27][CH:28]=1)[C:12]([C:14]1[CH:22]=[C:21]2[C:17](/[C:18](=[CH:24]/O)/[C:19](=[O:23])[NH:20]2)=[CH:16][CH:15]=1)=[O:13])[C:2]1[CH:7]=[CH:6][CH:5]=[CH:4][CH:3]=1.C1COCC1.[CH3:34][N:35]1[CH2:40][CH2:39][N:38]([C:41]2[CH:46]=[CH:45][C:44]([NH2:47])=[CH:43][CH:42]=2)[CH2:37][CH2:36]1. The catalyst is CCOC(C)=O. The product is [CH2:1]([NH:8][C:9]1[CH:10]=[C:11]([CH:26]=[CH:27][CH:28]=1)[C:12]([C:14]1[CH:22]=[C:21]2[C:17](/[C:18](=[CH:24]/[NH:47][C:44]3[CH:45]=[CH:46][C:41]([N:38]4[CH2:37][CH2:36][N:35]([CH3:34])[CH2:40][CH2:39]4)=[CH:42][CH:43]=3)/[C:19](=[O:23])[NH:20]2)=[CH:16][CH:15]=1)=[O:13])[C:2]1[CH:3]=[CH:4][CH:5]=[CH:6][CH:7]=1. The yield is 0.510.